Dataset: Reaction yield outcomes from USPTO patents with 853,638 reactions. Task: Predict the reaction yield, written as a fraction of the theoretical maximum amount of product (1.0 means a 100% yield; for example, 0.34 means a 34% yield). (1) The reactants are C([C:3]1[CH:8]=[CH:7][C:6]([NH:9][CH2:10][C:11]2[CH:16]=[CH:15][CH:14]=[C:13]([S:17]([CH3:25])(=[N:19][C:20]([O:22][CH2:23][CH3:24])=[O:21])=[O:18])[CH:12]=2)=[CH:5][C:4]=1[N:26]=[CH:27][N:28](C)[CH3:29])#N.[NH2:31][C:32]1[CH:33]=[N:34][CH:35]=[CH:36][CH:37]=1.ClCCl.CO. The catalyst is CO. The product is [CH2:23]([O:22][C:20]([N:19]=[S:17]([CH3:25])([C:13]1[CH:14]=[CH:15][CH:16]=[C:11]([CH2:10][NH:9][C:6]2[CH:5]=[C:4]3[C:3]([C:29]([NH:31][C:32]4[CH:33]=[N:34][CH:35]=[CH:36][CH:37]=4)=[N:28][CH:27]=[N:26]3)=[CH:8][CH:7]=2)[CH:12]=1)=[O:18])=[O:21])[CH3:24]. The yield is 0.680. (2) The reactants are [NH2:1][C:2]1[C:7]2=[C:8]([C:29]3[CH:30]=[CH:31][C:32]4[C:36]([CH:37]=3)=[N:35][N:34]([CH2:38][C:39]3[CH:44]=[CH:43][CH:42]=[CH:41][CH:40]=3)[CH:33]=4)[CH:9]=[C:10]([C:11]3[N:12]=[C:13]([CH:16]4[CH2:21][CH2:20][N:19](C(OC(C)(C)C)=O)[CH2:18][CH2:17]4)[S:14][CH:15]=3)[N:6]2[N:5]=[CH:4][N:3]=1.Cl. The catalyst is CO.O1CCOCC1. The product is [CH2:38]([N:34]1[CH:33]=[C:32]2[C:36]([CH:37]=[C:29]([C:8]3[CH:9]=[C:10]([C:11]4[N:12]=[C:13]([CH:16]5[CH2:21][CH2:20][NH:19][CH2:18][CH2:17]5)[S:14][CH:15]=4)[N:6]4[C:7]=3[C:2]([NH2:1])=[N:3][CH:4]=[N:5]4)[CH:30]=[CH:31]2)=[N:35]1)[C:39]1[CH:40]=[CH:41][CH:42]=[CH:43][CH:44]=1. The yield is 0.0700. (3) The reactants are [Cl:1][C:2]1[CH:19]=[C:18]([CH:20]=[CH2:21])[CH:17]=[CH:16][C:3]=1[CH2:4][N:5]1[C:13](=[O:14])[C:12]2[C:7](=[CH:8][CH:9]=[CH:10][CH:11]=2)[C:6]1=[O:15].Br[CH:23]([C:28]1[CH:33]=[C:32]([Cl:34])[CH:31]=[C:30]([Cl:35])[CH:29]=1)[C:24]([F:27])([F:26])[F:25].N1C=CC=CC=1C1C=CC=CN=1. The product is [Cl:1][C:2]1[CH:19]=[C:18](/[CH:20]=[CH:21]/[CH:23]([C:28]2[CH:29]=[C:30]([Cl:35])[CH:31]=[C:32]([Cl:34])[CH:33]=2)[C:24]([F:27])([F:26])[F:25])[CH:17]=[CH:16][C:3]=1[CH2:4][N:5]1[C:13](=[O:14])[C:12]2[C:7](=[CH:8][CH:9]=[CH:10][CH:11]=2)[C:6]1=[O:15]. The yield is 0.500. The catalyst is ClC1C=CC=CC=1Cl.Cl[Cu].